From a dataset of Forward reaction prediction with 1.9M reactions from USPTO patents (1976-2016). Predict the product of the given reaction. (1) Given the reactants C(OC([NH:11][CH2:12][CH2:13][CH2:14][CH2:15][C@@H:16]([C:25]([O:27][CH:28]1[CH2:32][CH2:31][CH2:30][CH2:29]1)=[O:26])[NH:17][C:18]([O:20][C:21]([CH3:24])([CH3:23])[CH3:22])=[O:19])=O)C1C=CC=CC=1, predict the reaction product. The product is: [C:21]([O:20][C:18]([NH:17][C@H:16]([C:25]([O:27][CH:28]1[CH2:29][CH2:30][CH2:31][CH2:32]1)=[O:26])[CH2:15][CH2:14][CH2:13][CH2:12][NH2:11])=[O:19])([CH3:24])([CH3:22])[CH3:23]. (2) Given the reactants [NH2:1][C:2]1[CH:3]=[C:4]([NH2:9])[C:5]([NH2:8])=[CH:6][CH:7]=1.[N:10]#[C:11]Br, predict the reaction product. The product is: [NH2:1][C:2]1[CH:7]=[CH:6][C:5]2[NH:8][C:11]([NH2:10])=[N:9][C:4]=2[CH:3]=1. (3) Given the reactants [CH2:1]=O.[S:3]1[C:7]2[CH:8]=[CH:9][C:10]([NH2:12])=[CH:11][C:6]=2[N:5]=[CH:4]1.C[O-].[Na+].[BH4-].[Na+], predict the reaction product. The product is: [CH3:1][NH:12][C:10]1[CH:9]=[CH:8][C:7]2[S:3][CH:4]=[N:5][C:6]=2[CH:11]=1. (4) Given the reactants [O:1]=[O+][O-].[CH:4]([CH:7]([CH:18]=C)[C:8]([O:10][CH2:11][C:12]1[CH:17]=[CH:16][CH:15]=[CH:14][CH:13]=1)=[O:9])([CH3:6])[CH3:5].CSC, predict the reaction product. The product is: [CH:18]([CH:7]([CH:4]([CH3:6])[CH3:5])[C:8]([O:10][CH2:11][C:12]1[CH:17]=[CH:16][CH:15]=[CH:14][CH:13]=1)=[O:9])=[O:1]. (5) Given the reactants [F:1][C:2]([F:32])([F:31])[CH2:3][C:4]([NH:6][NH:7][C:8]1[N:9]=[N:10][CH:11]=[C:12]([NH:18]C[C@@H]2C[C@H]2C2C=CC=CC=2OC)[C:13]=1[C:14]([F:17])([F:16])[F:15])=O.P(Cl)(Cl)(Cl)=O, predict the reaction product. The product is: [F:1][C:2]([F:32])([F:31])[CH2:3][C:4]1[N:9]2[N:10]=[CH:11][C:12]([NH2:18])=[C:13]([C:14]([F:17])([F:16])[F:15])[C:8]2=[N:7][N:6]=1.